This data is from Reaction yield outcomes from USPTO patents with 853,638 reactions. The task is: Predict the reaction yield, written as a fraction of the theoretical maximum amount of product (1.0 means a 100% yield; for example, 0.34 means a 34% yield). (1) The reactants are [CH3:1][C:2]1[CH:3]=[C:4]([CH:9]=[C:10]([CH3:31])[C:11]=1[CH2:12][C:13]1[CH:18]=[CH:17][C:16]([O:19][CH2:20][O:21][CH3:22])=[C:15]([CH2:23][C:24]2[CH:29]=[CH:28][C:27]([F:30])=[CH:26][CH:25]=2)[CH:14]=1)[C:5]([O:7]C)=[O:6].[OH-].[Na+]. The catalyst is CO. The product is [CH3:1][C:2]1[CH:3]=[C:4]([CH:9]=[C:10]([CH3:31])[C:11]=1[CH2:12][C:13]1[CH:18]=[CH:17][C:16]([O:19][CH2:20][O:21][CH3:22])=[C:15]([CH2:23][C:24]2[CH:29]=[CH:28][C:27]([F:30])=[CH:26][CH:25]=2)[CH:14]=1)[C:5]([OH:7])=[O:6]. The yield is 1.00. (2) The reactants are [CH2:1]([O:8][C:9]([NH:11][C@@H:12]([C@H:28]([O:35][Si:36]([C:39]([CH3:42])([CH3:41])[CH3:40])([CH3:38])[CH3:37])[C:29]1[CH:34]=[CH:33][CH:32]=[CH:31][CH:30]=1)[CH2:13][CH2:14][CH:15]1[O:17][CH:16]1[C:18]1[CH:27]=[CH:26][C:21]([C:22]([O:24][CH3:25])=[O:23])=[CH:20][CH:19]=1)=[O:10])[C:2]1[CH:7]=[CH:6][CH:5]=[CH:4][CH:3]=1.C1(P(C2C=CC=CC=2)C2C=CC=CC=2)C=CC=CC=1. The catalyst is C(O)C. The product is [CH2:1]([O:8][C:9]([NH:11][C@@H:12]([C@H:28]([O:35][Si:36]([C:39]([CH3:42])([CH3:41])[CH3:40])([CH3:38])[CH3:37])[C:29]1[CH:30]=[CH:31][CH:32]=[CH:33][CH:34]=1)[CH2:13][CH2:14][C:15](=[O:17])[CH2:16][C:18]1[CH:19]=[CH:20][C:21]([C:22]([O:24][CH3:25])=[O:23])=[CH:26][CH:27]=1)=[O:10])[C:2]1[CH:3]=[CH:4][CH:5]=[CH:6][CH:7]=1. The yield is 0.500. (3) The reactants are [C:1]([N:8]([CH2:37][CH3:38])[C:9]([NH:11][C:12]1[NH:16][C:15]2[C:17]([C@H:32]3[CH2:36][CH2:35][CH2:34][O:33]3)=[C:18]([F:31])[C:19]([C:21]3[CH:22]=[N:23][C:24]([C:27]([OH:30])([CH3:29])[CH3:28])=[N:25][CH:26]=3)=[CH:20][C:14]=2[N:13]=1)=[O:10])([O:3][C:4]([CH3:7])([CH3:6])[CH3:5])=[O:2].N1C=NN=N1.CC(N([P:51]([O:60][CH2:61][C:62]1[CH:67]=[CH:66][CH:65]=[CH:64][CH:63]=1)[O:52]CC1C=CC=CC=1)C(C)C)C.C1C=C(Cl)C=C(C(OO)=[O:76])C=1. The catalyst is C(Cl)Cl. The product is [CH2:61]([O:60][P:51]([OH:52])([O:33][CH2:32][C:17]1[CH:15]=[CH:14][CH:20]=[CH:19][CH:18]=1)=[O:76])[C:62]1[CH:63]=[CH:64][CH:65]=[CH:66][CH:67]=1.[C:1]([N:8]([CH2:37][CH3:38])[C:9]([NH:11][C:12]1[NH:16][C:15]2[C:17]([C@H:32]3[CH2:36][CH2:35][CH2:34][O:33]3)=[C:18]([F:31])[C:19]([C:21]3[CH:22]=[N:23][C:24]([C:27]([OH:30])([CH3:28])[CH3:29])=[N:25][CH:26]=3)=[CH:20][C:14]=2[N:13]=1)=[O:10])([O:3][C:4]([CH3:7])([CH3:5])[CH3:6])=[O:2]. The yield is 0.641. (4) The reactants are [NH2:1][C:2]1[S:6][N:5]=[C:4]([C:7]2[CH:12]=[CH:11][C:10]([N+:13]([O-:15])=O)=[CH:9][CH:8]=2)[C:3]=1[C:16]#[N:17].[OH2:18].[CH:19]([NH2:21])=O. No catalyst specified. The product is [N+:13]([C:10]1[CH:9]=[CH:8][C:7]([C:4]2[C:3]3[C:2](=[N:1][CH:19]=[N:21][C:16]=3[NH2:17])[S:6][N:5]=2)=[CH:12][CH:11]=1)([O-:15])=[O:18]. The yield is 0.840. (5) The reactants are [C:1]([OH:9])(=O)[C:2]1[CH:7]=[CH:6][N:5]=[CH:4][CH:3]=1.C1C=CC2N(O)N=NC=2C=1.CCN=C=NCCCN(C)C.Cl.CCN(CC)CC.[CH3:39][O:40][C:41]1[CH:50]=[C:49]([O:51][CH3:52])[CH:48]=[C:47]2[C:42]=1[C:43](=[O:65])[NH:44][C:45]([C:53]1[CH:58]=[CH:57][C:56]([N:59]3[CH2:64][CH2:63][NH:62][CH2:61][CH2:60]3)=[CH:55][CH:54]=1)=[N:46]2. The catalyst is C1COCC1. The product is [C:1]([N:62]1[CH2:63][CH2:64][N:59]([C:56]2[CH:57]=[CH:58][C:53]([C:45]3[NH:44][C:43](=[O:65])[C:42]4[C:47](=[CH:48][C:49]([O:51][CH3:52])=[CH:50][C:41]=4[O:40][CH3:39])[N:46]=3)=[CH:54][CH:55]=2)[CH2:60][CH2:61]1)(=[O:9])[C:2]1[CH:3]=[CH:4][N:5]=[CH:6][CH:7]=1. The yield is 0.340. (6) The reactants are [Br:1][C:2]1[CH:3]=[C:4]2[C:8](=[CH:9][CH:10]=1)[NH:7][C:6](=[O:11])[C:5]2=[CH:12][C:13]1[NH:14][C:15]2[CH2:16][CH2:17][CH2:18][CH2:19][C:20]=2[C:21]=1[CH2:22][CH2:23][C:24](O)=[O:25].C(N1C=CN=C1)(N1C=CN=C1)=O.[NH2:39][CH2:40][CH2:41][N:42]1[CH2:47][CH2:46][O:45][CH2:44][CH2:43]1.O. The catalyst is CN(C)C=O. The product is [Br:1][C:2]1[CH:3]=[C:4]2[C:8](=[CH:9][CH:10]=1)[NH:7][C:6](=[O:11])[C:5]2=[CH:12][C:13]1[NH:14][C:15]2[CH2:16][CH2:17][CH2:18][CH2:19][C:20]=2[C:21]=1[CH2:22][CH2:23][C:24]([NH:39][CH2:40][CH2:41][N:42]1[CH2:47][CH2:46][O:45][CH2:44][CH2:43]1)=[O:25]. The yield is 0.800.